Predict hERG channel inhibition at various concentrations. From a dataset of hERG Central: cardiac toxicity at 1µM, 10µM, and general inhibition. (1) The compound is O=C(CSc1nc2ccccc2c(=O)n1CCCN1CCCCC1)NCc1ccccc1. Results: hERG_inhib (hERG inhibition (general)): blocker. (2) The molecule is CCNc1nc2nc3ccc(C)cn3c(=O)c2cc1C(=O)NCC1CCCO1. Results: hERG_inhib (hERG inhibition (general)): blocker. (3) The compound is CCc1ccc2c(CSc3nnnn3C)cc(=O)oc2c1. Results: hERG_inhib (hERG inhibition (general)): blocker. (4) The compound is CCN(CCCNC(=O)C1CCN(S(=O)(=O)c2cccc3nonc23)CC1)Cc1ccccc1. Results: hERG_inhib (hERG inhibition (general)): blocker. (5) The drug is O=C(c1ccc2c3c(cccc13)CC2)C1CCCN(Cc2ccncc2)C1. Results: hERG_inhib (hERG inhibition (general)): blocker. (6) The compound is CCN1/C(=C/c2ccc3ccc(C)cc3[n+]2CC)Sc2ccccc21.[I-]. Results: hERG_inhib (hERG inhibition (general)): blocker. (7) The drug is c1ccc(-c2nc3nc4ccccc4nc3n2Cc2ccco2)cc1. Results: hERG_inhib (hERG inhibition (general)): blocker. (8) The compound is CC(NCC(O)c1ccc([N+](=O)[O-])cc1)C12CC3CC(CC(C3)C1)C2. Results: hERG_inhib (hERG inhibition (general)): blocker.